From a dataset of Full USPTO retrosynthesis dataset with 1.9M reactions from patents (1976-2016). Predict the reactants needed to synthesize the given product. Given the product [Cl:1][C:2]1[CH:9]=[CH:8][CH:7]=[C:6]2[C:3]=1[C:4]([NH2:5])=[CH:12][C:11]([N:13]1[CH2:19][CH2:18][CH2:17][C:16]3[CH:20]=[CH:21][CH:22]=[CH:23][C:15]=3[CH2:14]1)=[N:10]2, predict the reactants needed to synthesize it. The reactants are: [Cl:1][C:2]1[CH:9]=[CH:8][CH:7]=[C:6]([N:10]=[C:11]([N:13]2[CH2:19][CH2:18][CH2:17][C:16]3[CH:20]=[CH:21][CH:22]=[CH:23][C:15]=3[CH2:14]2)[CH3:12])[C:3]=1[C:4]#[N:5].CN(C)C(=O)C.[OH-].[Na+].